Dataset: Full USPTO retrosynthesis dataset with 1.9M reactions from patents (1976-2016). Task: Predict the reactants needed to synthesize the given product. Given the product [Cl:11][C:8]1[CH:9]=[C:10]2[C:5](=[CH:6][CH:7]=1)[NH:4][C:3](=[O:12])[C:2]2([N:38]1[CH2:39][C@H:35]([OH:34])[CH2:36][C@H:37]1[C:40]([N:42]([CH3:44])[CH3:43])=[O:41])[C:13]1[CH:18]=[C:17]([N:19]2[CH2:24][CH2:23][CH2:22][CH2:21][CH2:20]2)[CH:16]=[CH:15][C:14]=1[O:25][CH3:26], predict the reactants needed to synthesize it. The reactants are: Cl[C:2]1([C:13]2[CH:18]=[C:17]([N:19]3[CH2:24][CH2:23][CH2:22][CH2:21][CH2:20]3)[CH:16]=[CH:15][C:14]=2[O:25][CH3:26])[C:10]2[C:5](=[CH:6][CH:7]=[C:8]([Cl:11])[CH:9]=2)[NH:4][C:3]1=[O:12].FC(F)(F)C(O)=O.[OH:34][C@H:35]1[CH2:39][NH:38][C@H:37]([C:40]([N:42]([CH3:44])[CH3:43])=[O:41])[CH2:36]1.